Dataset: Reaction yield outcomes from USPTO patents with 853,638 reactions. Task: Predict the reaction yield, written as a fraction of the theoretical maximum amount of product (1.0 means a 100% yield; for example, 0.34 means a 34% yield). (1) The reactants are [Cl:1][C:2]1[CH:7]=[C:6](I)[C:5]([C:9]([F:12])([F:11])[F:10])=[CH:4][N:3]=1.[NH2:13][CH2:14][C:15]1[C:16]([N:21]([CH3:26])[S:22]([CH3:25])(=[O:24])=[O:23])=[N:17][CH:18]=[CH:19][CH:20]=1.CC1(C)C2C(=C(P(C3C=CC=CC=3)C3C=CC=CC=3)C=CC=2)OC2C(P(C3C=CC=CC=3)C3C=CC=CC=3)=CC=CC1=2.[C:69](=[O:72])([O-])[O-:70].[Cs+].[Cs+]. The yield is 0.00100. The product is [C:69]([OH:70])([C:9]([F:12])([F:11])[F:10])=[O:72].[Cl:1][C:2]1[CH:7]=[C:6]([NH:13][CH2:14][C:15]2[C:16]([N:21]([CH3:26])[S:22]([CH3:25])(=[O:24])=[O:23])=[N:17][CH:18]=[CH:19][CH:20]=2)[C:5]([C:9]([F:12])([F:11])[F:10])=[CH:4][N:3]=1. The catalyst is O1CCOCC1.C1C=CC(/C=C/C(/C=C/C2C=CC=CC=2)=O)=CC=1.C1C=CC(/C=C/C(/C=C/C2C=CC=CC=2)=O)=CC=1.C1C=CC(/C=C/C(/C=C/C2C=CC=CC=2)=O)=CC=1.[Pd].[Pd]. (2) The product is [CH3:64][C:59]1[C:58]([NH:57][C:3]([C:5]2[CH:6]=[CH:7][C:8]3[C@@:14]4([CH2:26][CH3:27])[CH2:15][CH2:16][C@@:17]([OH:25])([CH2:19][CH2:20][C:21]([F:23])([F:22])[F:24])[CH2:18][C@H:13]4[CH2:12][CH2:11][CH2:10][C:9]=3[CH:28]=2)=[O:2])=[CH:63][CH:62]=[CH:61][N:60]=1.[CH3:64][C:59]1[C:58]([NH:57][C:31]([C:33]2[CH:34]=[CH:35][C:36]3[C@:42]4([CH2:54][CH3:55])[CH2:43][CH2:44][C@:45]([OH:53])([CH2:47][CH2:48][C:49]([F:51])([F:50])[F:52])[CH2:46][C@@H:41]4[CH2:40][CH2:39][CH2:38][C:37]=3[CH:56]=2)=[O:30])=[CH:63][CH:62]=[CH:61][N:60]=1. The yield is 0.820. The catalyst is C1(C)C=CC=CC=1. The reactants are C[O:2][C:3]([C:5]1[CH:6]=[CH:7][C:8]2[C@@:14]3([CH2:26][CH3:27])[CH2:15][CH2:16][C@@:17]([OH:25])([CH2:19][CH2:20][C:21]([F:24])([F:23])[F:22])[CH2:18][C@H:13]3[CH2:12][CH2:11][CH2:10][C:9]=2[CH:28]=1)=O.C[O:30][C:31]([C:33]1[CH:34]=[CH:35][C:36]2[C@:42]3([CH2:54][CH3:55])[CH2:43][CH2:44][C@:45]([OH:53])([CH2:47][CH2:48][C:49]([F:52])([F:51])[F:50])[CH2:46][C@@H:41]3[CH2:40][CH2:39][CH2:38][C:37]=2[CH:56]=1)=O.[NH2:57][C:58]1[C:59]([CH3:64])=[N:60][CH:61]=[CH:62][CH:63]=1.[Li+].C[Si]([N-][Si](C)(C)C)(C)C. (3) The reactants are [Cl:1][C:2]1[CH:3]=[C:4]([O:11]C)[C:5]([OH:10])=[C:6]([CH:9]=1)[CH:7]=[O:8].B(Br)(Br)Br. The catalyst is C(Cl)Cl. The product is [Cl:1][C:2]1[CH:3]=[C:4]([OH:11])[C:5]([OH:10])=[C:6]([CH:9]=1)[CH:7]=[O:8]. The yield is 0.960. (4) The reactants are [C:1]([OH:6])(=O)[C:2]([CH3:4])=[CH2:3].S(Cl)(Cl)=O.[Br:11][C:12]1[CH:18]=[CH:17][C:16]([N+:19]([O-:21])=[O:20])=[CH:15][C:13]=1[NH2:14].O. The catalyst is CN(C)C(=O)C. The product is [Br:11][C:12]1[CH:18]=[CH:17][C:16]([N+:19]([O-:21])=[O:20])=[CH:15][C:13]=1[NH:14][C:1](=[O:6])[C:2]([CH3:4])=[CH2:3]. The yield is 0.800. (5) The reactants are [P:1](Cl)([O:6][CH2:7][CH3:8])([O:3][CH2:4][CH3:5])=[O:2].[CH2:10]([NH2:12])[CH3:11]. The catalyst is ClC(Cl)C. The product is [CH2:10]([NH:12][P:1](=[O:2])([O:6][CH2:7][CH3:8])[O:3][CH2:4][CH3:5])[CH3:11]. The yield is 0.520. (6) The reactants are [Cl-].O[NH3+:3].[C:4](=[O:7])([O-])[OH:5].[Na+].CS(C)=O.[CH2:13]([C:17]1[N:18]=[C:19]([CH2:45][CH3:46])[N:20]([C:39]2[CH:44]=[CH:43][CH:42]=[CH:41][CH:40]=2)[C:21](=[O:38])[C:22]=1[CH2:23][C:24]1[CH:29]=[CH:28][C:27]([C:30]2[C:31]([C:36]#[N:37])=[CH:32][CH:33]=[CH:34][CH:35]=2)=[CH:26][CH:25]=1)[CH2:14][CH2:15][CH3:16]. The catalyst is C(OCC)(=O)C. The product is [CH2:13]([C:17]1[N:18]=[C:19]([CH2:45][CH3:46])[N:20]([C:39]2[CH:44]=[CH:43][CH:42]=[CH:41][CH:40]=2)[C:21](=[O:38])[C:22]=1[CH2:23][C:24]1[CH:29]=[CH:28][C:27]([C:30]2[CH:35]=[CH:34][CH:33]=[CH:32][C:31]=2[C:36]2[NH:3][C:4](=[O:7])[O:5][N:37]=2)=[CH:26][CH:25]=1)[CH2:14][CH2:15][CH3:16]. The yield is 0.600. (7) The reactants are [C:1]([O:20][CH2:21][C@@H:22]([O:38][C:39](=[O:57])[CH2:40][CH2:41][CH2:42][CH2:43][CH2:44][CH2:45][CH2:46]/[CH:47]=[CH:48]\[CH2:49][CH2:50][CH2:51][CH2:52][CH2:53][CH2:54][CH2:55][CH3:56])[CH2:23][O:24][P:25]([O:28][CH2:29][CH2:30][NH:31][C:32](=[O:37])[CH2:33][CH2:34][CH2:35][NH2:36])([OH:27])=[O:26])(=[O:19])[CH2:2][CH2:3][CH2:4][CH2:5][CH2:6][CH2:7][CH2:8]/[CH:9]=[CH:10]\[CH2:11][CH2:12][CH2:13][CH2:14][CH2:15][CH2:16][CH2:17][CH3:18].[CH3:58][C:59]1[CH2:64][CH2:63][CH2:62][C:61]([CH3:66])([CH3:65])[C:60]=1/[CH:67]=[CH:68]/[C:69](/[CH3:79])=[CH:70]/[CH:71]=[CH:72]/[C:73](/[CH3:78])=[CH:74]/[C:75](O)=[O:76].F[P-](F)(F)(F)(F)F.C[N+](C)=C(N(C)C)ON1C2N=CC=CC=2N=N1.C(N(CC)C(C)C)(C)C. The catalyst is CN(C=O)C.C(Cl)(Cl)Cl. The product is [C:1]([O:20][CH2:21][C@@H:22]([O:38][C:39](=[O:57])[CH2:40][CH2:41][CH2:42][CH2:43][CH2:44][CH2:45][CH2:46]/[CH:47]=[CH:48]\[CH2:49][CH2:50][CH2:51][CH2:52][CH2:53][CH2:54][CH2:55][CH3:56])[CH2:23][O:24][P:25]([O:28][CH2:29][CH2:30][NH:31][C:32](=[O:37])[CH2:33][CH2:34][CH2:35][NH:36][C:75](=[O:76])/[CH:74]=[C:73](\[CH3:78])/[CH:72]=[CH:71]/[CH:70]=[C:69](\[CH3:79])/[CH:68]=[CH:67]/[C:60]1[C:61]([CH3:65])([CH3:66])[CH2:62][CH2:63][CH2:64][C:59]=1[CH3:58])([OH:27])=[O:26])(=[O:19])[CH2:2][CH2:3][CH2:4][CH2:5][CH2:6][CH2:7][CH2:8]/[CH:9]=[CH:10]\[CH2:11][CH2:12][CH2:13][CH2:14][CH2:15][CH2:16][CH2:17][CH3:18]. The yield is 0.180.